From a dataset of Peptide-MHC class I binding affinity with 185,985 pairs from IEDB/IMGT. Regression. Given a peptide amino acid sequence and an MHC pseudo amino acid sequence, predict their binding affinity value. This is MHC class I binding data. (1) The binding affinity (normalized) is 0.787. The peptide sequence is YLSGIAQYY. The MHC is SLA-10701 with pseudo-sequence SLA-10701. (2) The peptide sequence is NVMKRINCF. The MHC is HLA-B08:01 with pseudo-sequence HLA-B08:01. The binding affinity (normalized) is 0.724. (3) The peptide sequence is YNLTMKCRR. The MHC is HLA-A11:01 with pseudo-sequence HLA-A11:01. The binding affinity (normalized) is 0. (4) The peptide sequence is RQFPTAFYF. The MHC is Mamu-B52 with pseudo-sequence Mamu-B52. The binding affinity (normalized) is 0.787.